From a dataset of Peptide-MHC class I binding affinity with 185,985 pairs from IEDB/IMGT. Regression. Given a peptide amino acid sequence and an MHC pseudo amino acid sequence, predict their binding affinity value. This is MHC class I binding data. (1) The peptide sequence is GEFLYCKMNWF. The MHC is Mamu-B01 with pseudo-sequence Mamu-B01. The binding affinity (normalized) is 0.0477. (2) The peptide sequence is ALDLSHFLK. The MHC is HLA-B42:01 with pseudo-sequence HLA-B42:01. The binding affinity (normalized) is 0. (3) The peptide sequence is LEKHGAERL. The MHC is HLA-B40:01 with pseudo-sequence HLA-B40:01. The binding affinity (normalized) is 0.707. (4) The peptide sequence is SAVVDNKLK. The MHC is HLA-A31:01 with pseudo-sequence HLA-A31:01. The binding affinity (normalized) is 0.